Dataset: Forward reaction prediction with 1.9M reactions from USPTO patents (1976-2016). Task: Predict the product of the given reaction. (1) Given the reactants [C:1]([O:5][C:6](=[O:16])[NH:7][C:8]1[CH:12]=[C:11]([N+:13]([O-])=O)[NH:10][N:9]=1)([CH3:4])([CH3:3])[CH3:2], predict the reaction product. The product is: [C:1]([O:5][C:6](=[O:16])[NH:7][C:8]1[NH:9][N:10]=[C:11]([NH2:13])[CH:12]=1)([CH3:4])([CH3:2])[CH3:3]. (2) The product is: [CH3:22][Si:23]([CH3:26])([CH3:25])[C:24]#[C:9][O:8][C:6](=[O:7])[C:5]1[CH:10]=[CH:11][CH:2]=[C:3]([N+:12]([O-:14])=[O:13])[CH:4]=1. Given the reactants I[C:2]1[CH:11]=[CH:10][C:5]([C:6]([O:8][CH3:9])=[O:7])=[CH:4][C:3]=1[N+:12]([O-:14])=[O:13].C(N(CC)CC)C.[CH3:22][Si:23]([C:26]#C)([CH3:25])[CH3:24], predict the reaction product. (3) Given the reactants CN(N=O)C(N[N+]([O-])=O)=N.[OH-].[K+].N#N.[C:15](=O)=O.CC(C)=O.[CH3:22][C:23]([O:33][C:34]1[CH:39]=[CH:38][CH:37]=[CH:36][CH:35]=1)([CH2:27][C:28]1[S:29][CH:30]=[CH:31][CH:32]=1)[C:24]([OH:26])=[O:25], predict the reaction product. The product is: [CH3:15][O:25][C:24](=[O:26])[C:23]([CH3:22])([O:33][C:34]1[CH:39]=[CH:38][CH:37]=[CH:36][CH:35]=1)[CH2:27][C:28]1[S:29][CH:30]=[CH:31][CH:32]=1. (4) Given the reactants [NH2:1][C:2]1[CH:7]=[CH:6][CH:5]=[CH:4][C:3]=1[B:8]1[O:16][C:13]([CH3:15])([CH3:14])[C:10]([CH3:12])([CH3:11])[O:9]1.[C:17]([N:24]1[CH2:31][CH2:30][CH2:29][C@H:25]1[C:26](O)=[O:27])([O:19][C:20]([CH3:23])([CH3:22])[CH3:21])=[O:18].Cl.CN(C)CCCN=C=NCC.C(N(CC)C(C)C)(C)C, predict the reaction product. The product is: [CH3:12][C:10]1([CH3:11])[C:13]([CH3:15])([CH3:14])[O:16][B:8]([C:3]2[CH:4]=[CH:5][CH:6]=[CH:7][C:2]=2[NH:1][C:26]([C@@H:25]2[CH2:29][CH2:30][CH2:31][N:24]2[C:17]([O:19][C:20]([CH3:23])([CH3:22])[CH3:21])=[O:18])=[O:27])[O:9]1. (5) The product is: [Cl:11][C:12]1[CH:25]=[CH:24][C:15]([CH2:16][S:17]([C:20]2[C:21](=[O:22])[O:10][C:5]3[C:6]([CH:7]=2)=[CH:9][C:2]([Cl:1])=[CH:3][CH:4]=3)(=[O:18])=[O:19])=[CH:14][C:13]=1[N+:26]([O-:28])=[O:27]. Given the reactants [Cl:1][C:2]1[CH:9]=[C:6]([CH:7]=O)[C:5]([OH:10])=[CH:4][CH:3]=1.[Cl:11][C:12]1[CH:25]=[CH:24][C:15]([CH2:16][S:17]([CH2:20][C:21](O)=[O:22])(=[O:19])=[O:18])=[CH:14][C:13]=1[N+:26]([O-:28])=[O:27], predict the reaction product. (6) The product is: [NH2:1][C:4]1[CH:14]=[CH:13][C:12]([O:15][C:16]2[CH:21]=[CH:20][CH:19]=[CH:18][CH:17]=2)=[CH:11][C:5]=1[C:6]([O:8][CH2:9][CH3:10])=[O:7]. Given the reactants [N+:1]([C:4]1[CH:14]=[CH:13][C:12]([O:15][C:16]2[CH:21]=[CH:20][CH:19]=[CH:18][CH:17]=2)=[CH:11][C:5]=1[C:6]([O:8][CH2:9][CH3:10])=[O:7])([O-])=O.CCOC(C)=O, predict the reaction product. (7) Given the reactants [CH2:1]([O:3][C:4]([C:6]1[C:10]2[N:11]=[CH:12][N:13]=[C:14](Cl)[C:9]=2[NH:8][CH:7]=1)=[O:5])[CH3:2].[CH2:16]([O:19][C:20]1[CH:28]=[CH:27][C:23]2[O:24][CH2:25][O:26][C:22]=2[C:21]=1B1OC(C)(C)C(C)(C)O1)[CH2:17][CH3:18], predict the reaction product. The product is: [CH2:1]([O:3][C:4]([C:6]1[C:10]2[N:11]=[CH:12][N:13]=[C:14]([C:21]3[C:22]4[O:26][CH2:25][O:24][C:23]=4[CH:27]=[CH:28][C:20]=3[O:19][CH2:16][CH2:17][CH3:18])[C:9]=2[NH:8][CH:7]=1)=[O:5])[CH3:2]. (8) Given the reactants [Cl:1][C:2]1[CH:10]=[C:9]([O:11][CH3:12])[C:8]([C:13]2[CH:18]=[CH:17][CH:16]=[CH:15][N:14]=2)=[CH:7][C:3]=1[C:4]([OH:6])=O.[NH2:19][C:20]1[N:24]([C:25]2[CH:30]=[CH:29][CH:28]=[CH:27][CH:26]=2)[N:23]=[C:22]([C:31]#[N:32])[CH:21]=1, predict the reaction product. The product is: [Cl:1][C:2]1[CH:10]=[C:9]([O:11][CH3:12])[C:8]([C:13]2[CH:18]=[CH:17][CH:16]=[CH:15][N:14]=2)=[CH:7][C:3]=1[C:4]([NH:19][C:20]1[N:24]([C:25]2[CH:30]=[CH:29][CH:28]=[CH:27][CH:26]=2)[N:23]=[C:22]([C:31]#[N:32])[CH:21]=1)=[O:6]. (9) Given the reactants [CH3:1][O:2][C:3]1[CH:10]=[CH:9][C:6]([CH:7]=[O:8])=[C:5]([N+:11]([O-])=O)[CH:4]=1.CCO.CC(O)=O.Cl, predict the reaction product. The product is: [CH:7]([C:6]1[CH:9]=[CH:10][C:3]([O:2][CH3:1])=[CH:4][C:5]=1[NH2:11])=[O:8].